The task is: Predict the product of the given reaction.. This data is from Forward reaction prediction with 1.9M reactions from USPTO patents (1976-2016). (1) The product is: [Cl:9][C:10]1[CH:11]=[CH:12][C:13]([S:16]([N:19]=[CH:7][C:3]2[CH:2]=[N:1][CH:6]=[CH:5][CH:4]=2)(=[O:17])=[O:18])=[CH:14][CH:15]=1. Given the reactants [N:1]1[CH:6]=[CH:5][CH:4]=[C:3]([CH:7]=O)[CH:2]=1.[Cl:9][C:10]1[CH:15]=[CH:14][C:13]([S:16]([NH2:19])(=[O:18])=[O:17])=[CH:12][CH:11]=1, predict the reaction product. (2) The product is: [F:38][C:21]([F:20])([F:37])[C:22]([CH2:5][C:4]1[C:6]2[C:11](=[CH:10][CH:9]=[CH:8][CH:7]=2)[N:1]=[CH:2][CH:3]=1)([OH:36])[CH2:23][C:24]1([CH3:35])[C:33]2[C:28](=[CH:29][CH:30]=[C:31]([F:34])[CH:32]=2)[O:27][CH2:26][CH2:25]1. Given the reactants [N:1]1[C:11]2[C:6](=[CH:7][CH:8]=[CH:9][CH:10]=2)[C:4]([CH3:5])=[CH:3][CH:2]=1.C([N-]C(C)C)(C)C.[Li+].[F:20][C:21]([F:38])([F:37])[C:22](=[O:36])[CH2:23][C:24]1([CH3:35])[C:33]2[C:28](=[CH:29][CH:30]=[C:31]([F:34])[CH:32]=2)[O:27][CH2:26][CH2:25]1, predict the reaction product. (3) Given the reactants Br[C:2]1[CH:3]=[N:4][CH:5]=[C:6]([Br:8])[CH:7]=1.[NH:9]1[CH2:14][CH2:13][CH:12]([C:15]([O:17][CH2:18][CH3:19])=[O:16])[CH2:11][CH2:10]1.C(=O)([O-])[O-].[Cs+].[Cs+], predict the reaction product. The product is: [Br:8][C:6]1[CH:7]=[C:2]([N:9]2[CH2:14][CH2:13][CH:12]([C:15]([O:17][CH2:18][CH3:19])=[O:16])[CH2:11][CH2:10]2)[CH:3]=[N:4][CH:5]=1. (4) Given the reactants [N+:1]([C:4]1[CH:13]=[CH:12][CH:11]=[C:10]2[C:5]=1[CH:6]=[CH:7][N:8]=[CH:9]2)([O-])=O.I[CH2:15][CH3:16].[CH3:17][CH2:18][OH:19], predict the reaction product. The product is: [CH2:15]([N:8]1[CH2:7][CH2:6][C:5]2[C:10](=[CH:11][CH:12]=[CH:13][C:4]=2[NH:1][C:18](=[O:19])[CH3:17])[CH2:9]1)[CH3:16]. (5) Given the reactants [N:1]1[CH:6]=[C:5]([C@@H:7]2[CH2:12][CH2:11][CH2:10][N:8]2[CH3:9])[CH:4]=[CH:3][CH:2]=1.[Br:13][CH2:14][CH2:15]/[CH:16]=[CH:17]\[CH2:18][CH2:19][CH2:20][CH3:21], predict the reaction product. The product is: [BrH:13].[Br-:13].[CH3:9][N:8]1[CH2:10][CH2:11][CH2:12][C@H:7]1[C:5]1[CH:6]=[N+:1]([CH2:14][CH2:15]/[CH:16]=[CH:17]\[CH2:18][CH2:19][CH2:20][CH3:21])[CH:2]=[CH:3][CH:4]=1. (6) Given the reactants [CH3:1][C:2]1([CH3:16])[CH2:7][CH2:6][CH:5]([C:8]2[CH:13]=[CH:12][C:11]([O:14]C)=[CH:10][CH:9]=2)[CH2:4][CH2:3]1.B(Br)(Br)Br, predict the reaction product. The product is: [CH3:1][C:2]1([CH3:16])[CH2:7][CH2:6][CH:5]([C:8]2[CH:9]=[CH:10][C:11]([OH:14])=[CH:12][CH:13]=2)[CH2:4][CH2:3]1. (7) Given the reactants [C:1]1([C:7]2[C:8]([O:10][C:11](=[O:13])[CH:12]=2)=[O:9])[CH:6]=[CH:5][CH:4]=[CH:3][CH:2]=1.N1C=CC=CC=1.S(Cl)([Cl:22])=O, predict the reaction product. The product is: [Cl:22][C:12]1[C:11](=[O:13])[O:10][C:8](=[O:9])[C:7]=1[C:1]1[CH:2]=[CH:3][CH:4]=[CH:5][CH:6]=1. (8) Given the reactants [CH2:1]([C:3]1[N:4]([CH2:9][CH2:10][NH2:11])[CH:5]=[C:6]([I:8])[N:7]=1)[CH3:2].[F:12][CH:13]([F:26])[O:14][C:15]1[CH:20]=[CH:19][C:18]([CH2:21][CH2:22][CH:23]=O)=[CH:17][C:16]=1[F:25], predict the reaction product. The product is: [F:26][CH:13]([F:12])[O:14][C:15]1[CH:20]=[CH:19][C:18]([CH2:21][CH2:22][CH:23]2[NH:11][CH2:10][CH2:9][N:4]3[C:3]([CH2:1][CH3:2])=[N:7][C:6]([I:8])=[C:5]23)=[CH:17][C:16]=1[F:25].